From a dataset of Full USPTO retrosynthesis dataset with 1.9M reactions from patents (1976-2016). Predict the reactants needed to synthesize the given product. (1) Given the product [CH2:26]([NH:25][C:23]([NH:22][C:20]1[S:21][C:17]2[C:16](/[C:29](/[CH3:33])=[N:30]/[O:31][CH3:32])=[CH:15][C:14]([OH:13])=[CH:28][C:18]=2[N:19]=1)=[O:24])[CH3:27], predict the reactants needed to synthesize it. The reactants are: CS(O)(=O)=O.C([O:13][C:14]1[CH:15]=[C:16](/[C:29](/[CH3:33])=[N:30]/[O:31][CH3:32])[C:17]2[S:21][C:20]([NH:22][C:23]([NH:25][CH2:26][CH3:27])=[O:24])=[N:19][C:18]=2[CH:28]=1)C1C=CC=CC=1. (2) Given the product [Cl:11][C:12]1[N:17]=[C:16]([NH:5][C:4]2[CH:6]=[CH:7][C:8]([O:9][CH3:10])=[C:2]([I:1])[CH:3]=2)[C:15]([Cl:19])=[CH:14][N:13]=1, predict the reactants needed to synthesize it. The reactants are: [I:1][C:2]1[CH:3]=[C:4]([CH:6]=[CH:7][C:8]=1[O:9][CH3:10])[NH2:5].[Cl:11][C:12]1[N:17]=[C:16](Cl)[C:15]([Cl:19])=[CH:14][N:13]=1.C(=O)([O-])[O-].[K+].[K+]. (3) Given the product [Si:1]([O:8][C@@H:9]([CH2:35][C@H:36]([OH:64])/[CH:37]=[CH:38]\[C@H:39]([CH3:63])[C@H:40]([O:55][Si:56]([C:59]([CH3:60])([CH3:61])[CH3:62])([CH3:58])[CH3:57])[C@@H:41]([CH3:54])[CH2:42][C@@H:43]([CH3:53])[CH2:44][O:45][Si:46]([C:49]([CH3:50])([CH3:51])[CH3:52])([CH3:48])[CH3:47])[C@H:10]([CH3:34])/[CH:11]=[CH:12]/[CH2:13][O:14][C:15]([C:28]1[CH:33]=[CH:32][CH:31]=[CH:30][CH:29]=1)([C:22]1[CH:23]=[CH:24][CH:25]=[CH:26][CH:27]=1)[C:16]1[CH:17]=[CH:18][CH:19]=[CH:20][CH:21]=1)([C:4]([CH3:5])([CH3:6])[CH3:7])([CH3:3])[CH3:2], predict the reactants needed to synthesize it. The reactants are: [Si:1]([O:8][C@@H:9]([CH2:35][C@H:36]([OH:64])[C:37]#[C:38][C@H:39]([CH3:63])[C@H:40]([O:55][Si:56]([C:59]([CH3:62])([CH3:61])[CH3:60])([CH3:58])[CH3:57])[C@@H:41]([CH3:54])[CH2:42][C@@H:43]([CH3:53])[CH2:44][O:45][Si:46]([C:49]([CH3:52])([CH3:51])[CH3:50])([CH3:48])[CH3:47])[C@H:10]([CH3:34])/[CH:11]=[CH:12]/[CH2:13][O:14][C:15]([C:28]1[CH:33]=[CH:32][CH:31]=[CH:30][CH:29]=1)([C:22]1[CH:27]=[CH:26][CH:25]=[CH:24][CH:23]=1)[C:16]1[CH:21]=[CH:20][CH:19]=[CH:18][CH:17]=1)([C:4]([CH3:7])([CH3:6])[CH3:5])([CH3:3])[CH3:2].